From a dataset of Catalyst prediction with 721,799 reactions and 888 catalyst types from USPTO. Predict which catalyst facilitates the given reaction. (1) Reactant: [F:1][C:2]([F:32])([F:31])[C:3]([C:9]1[N:14]=[CH:13][C:12]([N:15]2[CH2:20][CH2:19][N:18]([C:21]([O:23][C:24]([CH3:27])([CH3:26])[CH3:25])=[O:22])[CH2:17][CH2:16]2)=[C:11]([CH2:28][CH2:29][CH3:30])[CH:10]=1)([OH:8])[C:4]([F:7])([F:6])[F:5].[H-].[Na+].[CH2:35](Br)[C:36]1[CH:41]=[CH:40][CH:39]=[CH:38][CH:37]=1.O. The catalyst class is: 9. Product: [CH2:35]([O:8][C:3]([C:9]1[N:14]=[CH:13][C:12]([N:15]2[CH2:20][CH2:19][N:18]([C:21]([O:23][C:24]([CH3:25])([CH3:26])[CH3:27])=[O:22])[CH2:17][CH2:16]2)=[C:11]([CH2:28][CH2:29][CH3:30])[CH:10]=1)([C:4]([F:7])([F:6])[F:5])[C:2]([F:1])([F:31])[F:32])[C:36]1[CH:41]=[CH:40][CH:39]=[CH:38][CH:37]=1. (2) Reactant: [NH2:1][C:2]1[N:6]([C:7]2[CH:12]=[C:11]([S:13][CH2:14][C:15]([F:18])([F:17])[F:16])[C:10]([CH3:19])=[CH:9][C:8]=2[F:20])[N:5]=[C:4]([O:21][CH2:22][C:23]([F:32])([F:31])[C:24]([F:30])([F:29])[C:25]([F:28])([F:27])[F:26])[CH:3]=1.[C:33](OC(=O)C)(=[O:35])C. Product: [F:20][C:8]1[CH:9]=[C:10]([CH3:19])[C:11]([S:13][CH2:14][C:15]([F:17])([F:18])[F:16])=[CH:12][C:7]=1[N:6]1[C:2]([NH:1][CH:33]=[O:35])=[CH:3][C:4]([O:21][CH2:22][C:23]([F:32])([F:31])[C:24]([F:30])([F:29])[C:25]([F:26])([F:27])[F:28])=[N:5]1. The catalyst class is: 106.